Dataset: Reaction yield outcomes from USPTO patents with 853,638 reactions. Task: Predict the reaction yield, written as a fraction of the theoretical maximum amount of product (1.0 means a 100% yield; for example, 0.34 means a 34% yield). (1) The reactants are B(F)(F)F.CCO[CH2:8][CH3:9].[NH:10]1[C:16]2[CH:17]=[CH:18][CH:19]=[CH:20][C:15]=2[CH:14]=CC=N1.[CH:21]1[CH2:25][CH2:24][CH2:23]C=1.C=O.[C:28](#[N:30])[CH3:29]. No catalyst specified. The product is [CH:18]1[CH:19]=[CH:20][C:15]2[CH2:14][NH:30][CH2:28][CH2:29][N:10]3[C:16]=2[C:17]=1[CH:9]1[CH2:8][CH2:23][CH2:24][CH:25]1[CH2:21]3. The yield is 0.530. (2) The reactants are [CH:1]1([CH2:4][CH2:5][O:6][C:7]2[CH:19]=[CH:18][C:10]([C:11]([NH:13][CH2:14][C:15]([OH:17])=[O:16])=[O:12])=[CH:9][CH:8]=2)[CH2:3][CH2:2]1.O[C:21]1C=CC(C(OC)=O)=CC=1.C1(CCCO)CC1. No catalyst specified. The product is [CH:3]1([CH2:1][CH2:4][CH2:5][O:6][C:7]2[CH:8]=[CH:9][C:10]([C:11]([NH:13][CH2:14][C:15]([OH:17])=[O:16])=[O:12])=[CH:18][CH:19]=2)[CH2:2][CH2:21]1. The yield is 0.510.